This data is from Reaction yield outcomes from USPTO patents with 853,638 reactions. The task is: Predict the reaction yield, written as a fraction of the theoretical maximum amount of product (1.0 means a 100% yield; for example, 0.34 means a 34% yield). (1) The reactants are [I:1][C:2]1[S:3][C:4]([C:13]([O:15]CC)=[O:14])=[C:5]([C:7]2[CH:12]=[CH:11][CH:10]=[CH:9][CH:8]=2)[N:6]=1.[OH-].[Na+].Cl. The catalyst is C(O)C. The yield is 0.920. The product is [I:1][C:2]1[S:3][C:4]([C:13]([OH:15])=[O:14])=[C:5]([C:7]2[CH:12]=[CH:11][CH:10]=[CH:9][CH:8]=2)[N:6]=1. (2) The reactants are [Cl:1][C:2]1[C:3]([C:11]([O:13][CH2:14][CH3:15])=[O:12])=[N:4][CH:5]=[C:6]([CH:10]=1)[C:7]([OH:9])=O.[F:16][C:17]1[CH:29]=[CH:28][C:20]([CH2:21][N:22]2[CH2:27][CH2:26][NH:25][CH2:24][CH2:23]2)=[CH:19][CH:18]=1.C(N(CC)CC)C.CN(C(ON1N=NC2C=CC=NC1=2)=[N+](C)C)C.F[P-](F)(F)(F)(F)F. The catalyst is CN(C)C=O. The product is [Cl:1][C:2]1[C:3]([C:11]([O:13][CH2:14][CH3:15])=[O:12])=[N:4][CH:5]=[C:6]([C:7]([N:25]2[CH2:24][CH2:23][N:22]([CH2:21][C:20]3[CH:28]=[CH:29][C:17]([F:16])=[CH:18][CH:19]=3)[CH2:27][CH2:26]2)=[O:9])[CH:10]=1. The yield is 0.750. (3) The reactants are C(NC1C=CC(C2C=C3C(CN([C@@H](C(C)C)C(O)=O)C3=O)=CC=2)=CC=1)(=O)C1C=CC=CC=1.[CH3:33][CH:34]([CH3:70])[C@H:35]([N:40]1[CH2:48][C:47]2[C:42](=[CH:43][C:44]([C:49]3[CH:54]=[CH:53][C:52]([NH:55][C:56](=[O:68])[C:57]4[CH:62]=[CH:61][C:60]([C:63]5[O:67][CH:66]=[N:65][CH:64]=5)=[CH:59][CH:58]=4)=[CH:51][CH:50]=3)=[CH:45][CH:46]=2)[C:41]1=[O:69])[C:36]([O:38]C)=[O:37]. No catalyst specified. The product is [CH3:33][CH:34]([CH3:70])[C@H:35]([N:40]1[CH2:48][C:47]2[C:42](=[CH:43][C:44]([C:49]3[CH:50]=[CH:51][C:52]([NH:55][C:56](=[O:68])[C:57]4[CH:62]=[CH:61][C:60]([C:63]5[O:67][CH:66]=[N:65][CH:64]=5)=[CH:59][CH:58]=4)=[CH:53][CH:54]=3)=[CH:45][CH:46]=2)[C:41]1=[O:69])[C:36]([OH:38])=[O:37]. The yield is 0.730. (4) The reactants are [NH2:1][OH:2].NO.Cl.[OH-].[Na+].[CH:8]([C:11]1[CH:18]=[CH:17][C:14]([C:15]#[N:16])=[CH:13][CH:12]=1)([CH3:10])[CH3:9]. The catalyst is O.CCO. The product is [OH:2][N:1]=[C:15]([C:14]1[CH:17]=[CH:18][C:11]([CH:8]([CH3:10])[CH3:9])=[CH:12][CH:13]=1)[NH2:16]. The yield is 1.00. (5) The reactants are [CH:1]1[C:10]2[C:5](=[CH:6][CH:7]=[CH:8][CH:9]=2)[CH:4]=[CH:3][C:2]=1[CH2:11][N:12]1[C:20]2[C:19](=[O:21])[NH:18][C:17]([NH2:22])=[N:16][C:15]=2[N:14]=[CH:13]1.[H-].[Na+].[CH:25]1[C:34]2[C:29](=[CH:30][CH:31]=[CH:32][CH:33]=2)[CH:28]=[CH:27][C:26]=1[CH2:35]Br. The catalyst is CN(C=O)C. The product is [NH2:22][C:17]1[N:16]([CH2:35][C:26]2[CH:27]=[CH:28][C:29]3[C:34](=[CH:33][CH:32]=[CH:31][CH:30]=3)[CH:25]=2)[C:15]2[N:14]=[CH:13][N:12]([CH2:11][C:2]3[CH:3]=[CH:4][C:5]4[C:10](=[CH:9][CH:8]=[CH:7][CH:6]=4)[CH:1]=3)[C:20]=2[C:19](=[O:21])[N:18]=1. The yield is 0.620. (6) The reactants are [F:1][C:2]1[CH:7]=[CH:6][C:5]([SH:8])=[CH:4][CH:3]=1.Br[CH2:10][CH3:11].C([O-])([O-])=O.[Cs+].[Cs+]. The catalyst is CN(C=O)C.O. The product is [CH2:10]([S:8][C:5]1[CH:6]=[CH:7][C:2]([F:1])=[CH:3][CH:4]=1)[CH3:11]. The yield is 0.615.